Predict the product of the given reaction. From a dataset of Forward reaction prediction with 1.9M reactions from USPTO patents (1976-2016). (1) Given the reactants [Cl:1][C:2]1[CH:41]=[CH:40][C:5]([C:6]([N:8]2[CH2:14][C:13]3[CH:15]=[CH:16][C:17]([CH2:19][CH2:20][C:21]([O:23]C)=[O:22])=[CH:18][C:12]=3[N:11]([CH2:25][C:26]3[CH:31]=[CH:30][C:29]([C:32]([N:34]4[CH2:38][CH2:37][CH2:36][CH2:35]4)=[O:33])=[CH:28][CH:27]=3)[C:10](=[O:39])[CH2:9]2)=[O:7])=[CH:4][CH:3]=1, predict the reaction product. The product is: [Cl:1][C:2]1[CH:3]=[CH:4][C:5]([C:6]([N:8]2[CH2:14][C:13]3[CH:15]=[CH:16][C:17]([CH2:19][CH2:20][C:21]([OH:23])=[O:22])=[CH:18][C:12]=3[N:11]([CH2:25][C:26]3[CH:31]=[CH:30][C:29]([C:32]([N:34]4[CH2:38][CH2:37][CH2:36][CH2:35]4)=[O:33])=[CH:28][CH:27]=3)[C:10](=[O:39])[CH2:9]2)=[O:7])=[CH:40][CH:41]=1. (2) The product is: [Cl:3][C:7]1[C:12]([C:13]([O:15][CH3:16])=[O:14])=[CH:11][C:10]([C:17]([O:19][CH3:20])=[O:18])=[C:9]([CH2:21][CH2:22][CH3:23])[N:8]=1. Given the reactants P(Cl)(Cl)([Cl:3])=O.O[C:7]1[C:12]([C:13]([O:15][CH3:16])=[O:14])=[CH:11][C:10]([C:17]([O:19][CH3:20])=[O:18])=[C:9]([CH2:21][CH2:22][CH3:23])[N:8]=1.C(=O)(O)[O-].[Na+], predict the reaction product.